From a dataset of Catalyst prediction with 721,799 reactions and 888 catalyst types from USPTO. Predict which catalyst facilitates the given reaction. Reactant: Br[CH2:2][C:3]1([CH3:26])[CH2:12][C:11]2[C:6](=[C:7]3[CH2:17][C:16]([CH3:19])([CH3:18])[O:15][C:8]3=[C:9]([O:13][CH3:14])[CH:10]=2)[C:5]([C:20]2[CH:25]=[CH:24][CH:23]=[CH:22][CH:21]=2)=[N:4]1.[C:27]1(=[O:37])[NH:31][C:30](=[O:32])[C:29]2=[CH:33][CH:34]=[CH:35][CH:36]=[C:28]12.[K].O. Product: [CH3:14][O:13][C:9]1[CH:10]=[C:11]2[C:6](=[C:7]3[CH2:17][C:16]([CH3:19])([CH3:18])[O:15][C:8]=13)[C:5]([C:20]1[CH:25]=[CH:24][CH:23]=[CH:22][CH:21]=1)=[N:4][C:3]([CH2:2][N:31]1[C:27](=[O:37])[C:28]3[C:29](=[CH:33][CH:34]=[CH:35][CH:36]=3)[C:30]1=[O:32])([CH3:26])[CH2:12]2. The catalyst class is: 80.